This data is from Full USPTO retrosynthesis dataset with 1.9M reactions from patents (1976-2016). The task is: Predict the reactants needed to synthesize the given product. (1) The reactants are: C[O:2][C:3](=[O:24])[CH2:4][C@@H:5]1[C:17]2[NH:16][C:15]3[C:10](=[CH:11][C:12]([F:22])=[CH:13][C:14]=3[S:18]([CH3:21])(=[O:20])=[O:19])[C:9]=2[C:8](=[O:23])[CH2:7][CH2:6]1.[F:25][C:26]([F:37])([F:36])[C:27]1[CH:32]=[CH:31][C:30]([C@H:33](O)[CH3:34])=[CH:29][CH:28]=1. Given the product [F:22][C:12]1[CH:11]=[C:10]2[C:15](=[C:14]([S:18]([CH3:21])(=[O:19])=[O:20])[CH:13]=1)[N:16]([C@H:33]([C:30]1[CH:29]=[CH:28][C:27]([C:26]([F:25])([F:36])[F:37])=[CH:32][CH:31]=1)[CH3:34])[C:17]1[C@@H:5]([CH2:4][C:3]([OH:2])=[O:24])[CH2:6][CH2:7][C:8](=[O:23])[C:9]2=1, predict the reactants needed to synthesize it. (2) Given the product [ClH:39].[CH:1]1([C:4]2[N:8]([C:9]3[CH:10]=[CH:11][C:12]([NH:15][C:16](=[O:24])[CH2:17][C:18]4[CH:19]=[CH:20][N:21]=[CH:22][CH:23]=4)=[CH:13][CH:14]=3)[N:7]=[C:6]([C:25]([F:26])([F:27])[F:28])[CH:5]=2)[CH2:3][CH2:2]1, predict the reactants needed to synthesize it. The reactants are: [CH:1]1([C:4]2[N:8]([C:9]3[CH:14]=[CH:13][C:12]([NH:15][C:16](=[O:24])[CH2:17][C:18]4[CH:23]=[CH:22][N:21]=[CH:20][CH:19]=4)=[CH:11][CH:10]=3)[N:7]=[C:6]([C:25]([F:28])([F:27])[F:26])[CH:5]=2)[CH2:3][CH2:2]1.N1C=CC(CC(O)=O)=CC=1.[ClH:39].